Dataset: Reaction yield outcomes from USPTO patents with 853,638 reactions. Task: Predict the reaction yield, written as a fraction of the theoretical maximum amount of product (1.0 means a 100% yield; for example, 0.34 means a 34% yield). The reactants are O1CCCC1.[F:6][C:7]1[CH:12]=[C:11]([O:13][CH3:14])[CH:10]=[C:9]([F:15])[CH:8]=1.C([Li])CCC.[F:21][C:22]([F:27])([F:26])[C:23]([CH3:25])=[O:24]. The catalyst is O.CCCCCC. The yield is 0.780. The product is [F:6][C:7]1[CH:12]=[C:11]([O:13][CH3:14])[CH:10]=[C:9]([F:15])[C:8]=1[C:23]([OH:24])([CH3:25])[C:22]([F:27])([F:26])[F:21].